Dataset: Catalyst prediction with 721,799 reactions and 888 catalyst types from USPTO. Task: Predict which catalyst facilitates the given reaction. Reactant: [Br:1][C:2]1[CH:7]=[CH:6][C:5]([C:8]([CH3:29])([CH3:28])[CH2:9][C:10]([OH:27])([C:23]([F:26])([F:25])[F:24])[CH:11]=[N:12][C:13]2[CH:21]=[CH:20][CH:19]=[C:18]3[C:14]=2[CH2:15][C:16](=[O:22])[NH:17]3)=[C:4]([O:30]C)[CH:3]=1.B(Br)(Br)Br.C(=O)(O)[O-].[Na+]. Product: [Br:1][C:2]1[CH:7]=[C:6]2[C:5]([C:8]([CH3:29])([CH3:28])[CH2:9][C:10]([OH:27])([C:23]([F:25])([F:24])[F:26])[CH:11]2[NH:12][C:13]2[CH:21]=[CH:20][CH:19]=[C:18]3[C:14]=2[CH2:15][C:16](=[O:22])[NH:17]3)=[C:4]([OH:30])[CH:3]=1. The catalyst class is: 4.